Dataset: Full USPTO retrosynthesis dataset with 1.9M reactions from patents (1976-2016). Task: Predict the reactants needed to synthesize the given product. (1) The reactants are: [NH2:1][C:2]1[CH:17]=[CH:16][C:5]2[S:6][C:7]([C:9]3[C:10]([NH2:15])=[N:11][CH:12]=[CH:13][CH:14]=3)=[CH:8][C:4]=2[CH:3]=1.[C:18](O)(=[O:25])[C:19]1[CH:24]=[CH:23][CH:22]=[CH:21][CH:20]=1. Given the product [NH2:15][C:10]1[C:9]([C:7]2[S:6][C:5]3[CH:16]=[CH:17][C:2]([NH:1][C:18](=[O:25])[C:19]4[CH:24]=[CH:23][CH:22]=[CH:21][CH:20]=4)=[CH:3][C:4]=3[CH:8]=2)=[CH:14][CH:13]=[CH:12][N:11]=1, predict the reactants needed to synthesize it. (2) Given the product [OH:43][CH2:42][C:41]1[CH:40]=[C:39]([CH:46]=[CH:45][CH:44]=1)[CH2:38][NH:37][C:19]([CH2:18][CH2:17][N:14]1[CH2:13][CH2:12][CH:11]([O:10][C:8](=[O:9])[NH:7][C:2]2[CH:3]=[CH:4][CH:5]=[CH:6][C:1]=2[C:22]2[CH:27]=[CH:26][CH:25]=[CH:24][CH:23]=2)[CH2:16][CH2:15]1)=[O:21], predict the reactants needed to synthesize it. The reactants are: [C:1]1([C:22]2[CH:27]=[CH:26][CH:25]=[CH:24][CH:23]=2)[CH:6]=[CH:5][CH:4]=[CH:3][C:2]=1[NH:7][C:8]([O:10][CH:11]1[CH2:16][CH2:15][N:14]([CH2:17][CH2:18][C:19]([OH:21])=O)[CH2:13][CH2:12]1)=[O:9].CCN(C(C)C)C(C)C.[NH2:37][CH2:38][C:39]1[CH:40]=[C:41]([CH:44]=[CH:45][CH:46]=1)[CH2:42][OH:43].CCN=C=NCCCN(C)C. (3) Given the product [Cl:24][C:25]1[CH:30]=[CH:29][C:28]([NH:31][C:32]([O:23][CH2:22][CH2:21][C:5]2[CH:6]=[C:7]([CH2:10][CH:11]([O:17][CH:18]([CH3:19])[CH3:20])[C:12]([OH:14])=[O:13])[CH:8]=[CH:9][C:4]=2[O:3][CH2:1][CH3:2])=[O:33])=[CH:27][CH:26]=1, predict the reactants needed to synthesize it. The reactants are: [CH2:1]([O:3][C:4]1[CH:9]=[CH:8][C:7]([CH2:10][CH:11]([O:17][CH:18]([CH3:20])[CH3:19])[C:12]([O:14]CC)=[O:13])=[CH:6][C:5]=1[CH2:21][CH2:22][OH:23])[CH3:2].[Cl:24][C:25]1[CH:30]=[CH:29][C:28]([N:31]=[C:32]=[O:33])=[CH:27][CH:26]=1. (4) Given the product [Br:12][C:8]1[C:9]([O:10][CH3:11])=[C:5]([C:3]([OH:4])=[O:2])[S:6][CH:7]=1, predict the reactants needed to synthesize it. The reactants are: C[O:2][C:3]([C:5]1[S:6][CH:7]=[C:8]([Br:12])[C:9]=1[O:10][CH3:11])=[O:4].[OH-].[Na+]. (5) Given the product [C:26]([O:25][C:23](=[O:24])[N:16]([C:13]1[N:12]=[CH:11][C:10]([CH2:9][O:1][Si:2]([C:5]([CH3:8])([CH3:6])[CH3:7])([CH3:4])[CH3:3])=[CH:15][N:14]=1)[C:17]1[CH:18]=[CH:19][CH:20]=[CH:21][CH:22]=1)([CH3:29])([CH3:28])[CH3:27], predict the reactants needed to synthesize it. The reactants are: [O:1]([CH2:9][C:10]1[CH:11]=[N:12][C:13]([NH:16][C:17]2[CH:22]=[CH:21][CH:20]=[CH:19][CH:18]=2)=[N:14][CH:15]=1)[Si:2]([C:5]([CH3:8])([CH3:7])[CH3:6])([CH3:4])[CH3:3].[C:23](O[C:23]([O:25][C:26]([CH3:29])([CH3:28])[CH3:27])=[O:24])([O:25][C:26]([CH3:29])([CH3:28])[CH3:27])=[O:24]. (6) Given the product [NH2:48][CH2:47][C@@H:27]1[C@H:26]([CH3:25])[CH2:31][CH2:30][CH2:29][N:28]1[C:32]([C:33]1[C:38]([C:39]2[N:44]=[CH:43][CH:42]=[CH:41][N:40]=2)=[CH:37][CH:36]=[C:35]([CH3:45])[N:34]=1)=[O:46], predict the reactants needed to synthesize it. The reactants are: NC[C@@H]1[C@H](C)CCCN1C(C1C=C(C)C=CC=1C1C=NN(C)C=1)=O.[CH3:25][C@@H:26]1[CH2:31][CH2:30][CH2:29][N:28]([C:32](=[O:46])[C:33]2[C:38]([C:39]3[N:44]=[CH:43][CH:42]=[CH:41][N:40]=3)=[CH:37][CH:36]=[C:35]([CH3:45])[N:34]=2)[C@@H:27]1[CH2:47][N:48]1C(=O)C2C(=CC=CC=2)C1=O. (7) The reactants are: [CH:1]1[C:10]2[C:5](=[CH:6]C=C[CH:9]=2)[CH:4]=[CH:3][CH:2]=1.[C:11]([O-:14])([O-])=[O:12].[K+].[K+].[O-:17][Mn](=O)(=O)=O.[K+].S(O)(O)(=O)=O.[NH2:28][NH2:29].Cl. Given the product [C:6]1(=[O:17])[C:5]2[C:10](=[CH:1][CH:2]=[CH:3][CH:4]=2)[C:9]([C:11]([OH:14])=[O:12])=[N:29][NH:28]1, predict the reactants needed to synthesize it. (8) Given the product [CH3:1][O:2][C:3]1[CH:8]=[CH:7][CH:6]=[CH:5][C:4]=1[NH:9][C:10]([C@H:12]1[N:20]([C:21](=[O:40])[C@@H:22]([NH:26][C:27](=[O:39])[C@@H:28]([NH:30][CH3:31])[CH3:29])[CH:23]([CH3:25])[CH3:24])[C:15]2=[N:16][CH:17]=[CH:18][CH:19]=[C:14]2[CH2:13]1)=[O:11], predict the reactants needed to synthesize it. The reactants are: [CH3:1][O:2][C:3]1[CH:8]=[CH:7][CH:6]=[CH:5][C:4]=1[NH:9][C:10]([C@H:12]1[N:20]([C:21](=[O:40])[C@@H:22]([NH:26][C:27](=[O:39])[C@@H:28]([N:30](C)[C:31](=O)OC(C)(C)C)[CH3:29])[CH:23]([CH3:25])[CH3:24])[C:15]2=[N:16][CH:17]=[CH:18][CH:19]=[C:14]2[CH2:13]1)=[O:11].C(O)(C(F)(F)F)=O. (9) Given the product [CH:49]1([CH2:48][O:26][C:25]([C:7]2[C:8]([CH3:24])=[C:9]3[C:4](=[CH:5][C:6]=2[CH3:28])[N:3]=[C:2]([CH3:1])[N:11]([C:12]2[CH:17]=[CH:16][CH:15]=[CH:14][C:13]=2[S:18](=[O:22])(=[O:21])[NH:19][CH3:20])[C:10]3=[O:23])=[O:27])[CH2:50][CH2:51][CH2:46]1, predict the reactants needed to synthesize it. The reactants are: [CH3:1][C:2]1[N:11]([C:12]2[CH:17]=[CH:16][CH:15]=[CH:14][C:13]=2[S:18](=[O:22])(=[O:21])[NH:19][CH3:20])[C:10](=[O:23])[C:9]2[C:4](=[CH:5][C:6]([CH3:28])=[C:7]([C:25]([OH:27])=[O:26])[C:8]=2[CH3:24])[N:3]=1.C(OC([C:50]1[C:51](C)=[C:46]2C(=[CH:48][C:49]=1C)N=C(C)N([C:46]1[CH:51]=[CH:50][CH:49]=[CH:48]C=1S(=O)(=O)NC)C2=O)=O)C. (10) Given the product [Br:11][C:8]1[CH:7]=[C:6]([CH3:10])[C:4]([NH2:5])=[C:3]([CH2:1][CH3:2])[CH:9]=1, predict the reactants needed to synthesize it. The reactants are: [CH2:1]([C:3]1[CH:9]=[CH:8][CH:7]=[C:6]([CH3:10])[C:4]=1[NH2:5])[CH3:2].[Br:11]Br.[OH-].[Na+].O.